Predict the reaction yield, written as a fraction of the theoretical maximum amount of product (1.0 means a 100% yield; for example, 0.34 means a 34% yield). From a dataset of Reaction yield outcomes from USPTO patents with 853,638 reactions. (1) The reactants are [C:1]([O:5][C:6]([N:8]1[CH2:13][CH2:12][CH2:11][C@H:10]([NH:14][CH2:15]C2C=C3C(=CC=2OC)COC3C(F)(F)F)[C@@H:9]1[C:31]1[CH:36]=[CH:35][CH:34]=[CH:33][CH:32]=1)=[O:7])([CH3:4])([CH3:3])[CH3:2].[CH3:37][O:38][C:39]1[CH:40]=[C:41]2[C:46](=[CH:47][C:48]=1C=O)[C:45]([CH3:55])([C:51]([F:54])([F:53])[F:52])[O:44][CH2:43][CH2:42]2. No catalyst specified. The product is [C:1]([O:5][C:6]([N:8]1[CH2:13][CH2:12][CH2:11][C@H:10]([NH:14][CH2:15][C:48]2[CH:47]=[C:46]3[C:41]([CH2:42][CH2:43][O:44][C:45]3([CH3:55])[C:51]([F:53])([F:54])[F:52])=[CH:40][C:39]=2[O:38][CH3:37])[C@@H:9]1[C:31]1[CH:32]=[CH:33][CH:34]=[CH:35][CH:36]=1)=[O:7])([CH3:4])([CH3:2])[CH3:3]. The yield is 0.918. (2) The reactants are C(B1[O:7][C:6]([CH3:9])([CH3:8])[C:5]([CH3:11])(C)[O:4]1)=C.C(=O)([O-])[O-].[Na+].[Na+].[NH2:18][C:19]1[C:20]([CH3:33])=[C:21]([CH3:32])[C:22]2OC(C)(C)[C:24](=O)[C:23]=2[C:30]=1Br. The catalyst is C(OCC)(=O)C.O.COCCOC.C(O)C. The product is [NH2:18][C:19]1[C:20]([CH3:33])=[C:21]([CH3:32])[C:22]2[O:7][C:6]([CH3:8])([CH3:9])[C:5](=[O:4])[C:11]=2[C:30]=1[CH:23]=[CH2:24]. The yield is 0.910.